Task: Predict the reactants needed to synthesize the given product.. Dataset: Full USPTO retrosynthesis dataset with 1.9M reactions from patents (1976-2016) Given the product [ClH:53].[ClH:53].[CH3:50][C:49]1[C:20]([CH2:19][CH2:18][C:17]([O:16][CH2:14][CH3:15])=[O:52])=[C:21]([CH3:51])[C:22]2[C:30]3[C:25](=[CH:26][CH:27]=[CH:28][CH:29]=3)[N:24]([CH2:31][C:32]3[CH:33]=[CH:34][C:35]([C@H:38]([CH:42]4[CH2:47][CH2:46][O:45][CH2:44][CH2:43]4)[C:6](=[O:7])[N:8]4[CH2:9][CH2:10][NH:11][CH2:12][CH2:13]4)=[CH:36][CH:37]=3)[C:23]=2[N:48]=1, predict the reactants needed to synthesize it. The reactants are: C(O[C:6]([N:8]1[CH2:13][CH2:12][NH:11][CH2:10][CH2:9]1)=[O:7])(C)(C)C.[CH2:14]([O:16][C:17](=[O:52])[CH2:18][CH2:19][C:20]1[C:49]([CH3:50])=[N:48][C:23]2[N:24]([CH2:31][C:32]3[CH:37]=[CH:36][C:35]([C@H:38]([CH:42]4[CH2:47][CH2:46][O:45][CH2:44][CH2:43]4)C(O)=O)=[CH:34][CH:33]=3)[C:25]3[C:30]([C:22]=2[C:21]=1[CH3:51])=[CH:29][CH:28]=[CH:27][CH:26]=3)[CH3:15].[ClH:53].C(N=C=NCCCN(C)C)C.ON1C2C=CC=CC=2N=N1.C(=O)(O)[O-].[Na+].Cl.